This data is from Catalyst prediction with 721,799 reactions and 888 catalyst types from USPTO. The task is: Predict which catalyst facilitates the given reaction. (1) Reactant: C(OC([NH:8][C@H:9]([CH2:16][CH2:17][S:18][CH3:19])[CH:10]([OH:15])[C:11]([O:13][CH3:14])=[O:12])=O)(C)(C)C. Product: [NH2:8][C@H:9]([CH2:16][CH2:17][S:18][CH3:19])[CH:10]([OH:15])[C:11]([O:13][CH3:14])=[O:12]. The catalyst class is: 89. (2) Reactant: [F:1][C:2]1[CH:8]=[CH:7][C:5]([NH2:6])=[CH:4][CH:3]=1.Br[CH:10]([CH3:12])[CH3:11].C([O-])([O-])=O.[K+].[K+]. Product: [F:1][C:2]1[CH:8]=[CH:7][C:5]([NH:6][CH:10]([CH3:12])[CH3:11])=[CH:4][CH:3]=1. The catalyst class is: 18. (3) Reactant: [Si:1]([O:8][C:9]1[CH:18]=[C:17]([CH2:19][CH2:20][CH2:21][CH2:22][CH3:23])[CH:16]=[C:15]2[C:10]=1[C:11]1[CH2:28][CH2:27][CH2:26][CH2:25][C:12]=1[C:13](=[O:24])[O:14]2)([C:4]([CH3:7])([CH3:6])[CH3:5])([CH3:3])[CH3:2]. Product: [Si:1]([O:8][C:9]1[CH:18]=[C:17]([CH2:19][CH2:20][CH2:21][CH2:22][CH3:23])[CH:16]=[C:15]2[C:10]=1[C@H:11]1[CH2:28][CH2:27][CH2:26][CH2:25][C@H:12]1[C:13](=[O:24])[O:14]2)([C:4]([CH3:5])([CH3:6])[CH3:7])([CH3:3])[CH3:2]. The catalyst class is: 1. (4) Reactant: C(O[C:4](=[O:13])[C:5]1[CH:10]=[C:9]([F:11])[CH:8]=[CH:7][C:6]=1[SH:12])C.C[O-].[Na+].[CH3:17][O:18][C:19](=[O:28])[C:20]([NH:23][C:24](=[O:27])[CH2:25]Cl)([CH3:22])[CH3:21]. Product: [CH3:17][O:18][C:19](=[O:28])[C:20]([NH:23][C:24]([C:25]1[S:12][C:6]2[CH:7]=[CH:8][C:9]([F:11])=[CH:10][C:5]=2[C:4]=1[OH:13])=[O:27])([CH3:22])[CH3:21]. The catalyst class is: 5. (5) Reactant: [Cl:1][C:2]1[C:3]2[CH:13]=[C:12]([O:14][CH3:15])[C:11]([O:16][CH3:17])=[CH:10][C:4]=2[S:5][C:6]=1[C:7](Cl)=[O:8].[CH3:18][CH:19]1[O:24][CH:23]([CH3:25])[CH2:22][NH:21][CH2:20]1.C(N(CC)CC)C.Cl. Product: [Cl:1][C:2]1[C:3]2[CH:13]=[C:12]([O:14][CH3:15])[C:11]([O:16][CH3:17])=[CH:10][C:4]=2[S:5][C:6]=1[C:7]([N:21]1[CH2:20][CH:19]([CH3:18])[O:24][CH:23]([CH3:25])[CH2:22]1)=[O:8]. The catalyst class is: 30. (6) Reactant: [OH:1][C:2]1[CH:3]=[C:4]([S:8]([N:11]2[C:19]3[C:14](=[CH:15][CH:16]=[CH:17][CH:18]=3)[CH:13]=[CH:12]2)(=[O:10])=[O:9])[CH:5]=[CH:6][CH:7]=1.C(=O)([O-])[O-].[K+].[K+].Cl[CH:27]1[CH2:32][CH2:31][N:30]([CH3:33])[CH2:29][CH2:28]1. Product: [CH3:33][N:30]1[CH2:31][CH2:32][CH:27]([O:1][C:2]2[CH:3]=[C:4]([S:8]([N:11]3[C:19]4[C:14](=[CH:15][CH:16]=[CH:17][CH:18]=4)[CH:13]=[CH:12]3)(=[O:10])=[O:9])[CH:5]=[CH:6][CH:7]=2)[CH2:28][CH2:29]1. The catalyst class is: 16. (7) Reactant: [CH3:1][C:2]1[CH:3]=[C:4]([NH2:8])[CH:5]=[N:6][CH:7]=1.[C:9]([O:13][C:14](O[C:14]([O:13][C:9]([CH3:12])([CH3:11])[CH3:10])=[O:15])=[O:15])([CH3:12])([CH3:11])[CH3:10]. Product: [CH3:1][C:2]1[CH:3]=[C:4]([NH:8][C:14](=[O:15])[O:13][C:9]([CH3:12])([CH3:11])[CH3:10])[CH:5]=[N:6][CH:7]=1. The catalyst class is: 49.